Dataset: Full USPTO retrosynthesis dataset with 1.9M reactions from patents (1976-2016). Task: Predict the reactants needed to synthesize the given product. (1) Given the product [Cl:1][C:2]1[CH:9]=[C:8]([NH:18][C@H:17]([C:19]([OH:21])=[O:20])[CH2:16][C:15]2[CH:14]=[CH:13][C:12]([F:11])=[CH:23][CH:22]=2)[CH:7]=[CH:6][C:3]=1[C:4]#[N:5], predict the reactants needed to synthesize it. The reactants are: [Cl:1][C:2]1[CH:9]=[C:8](F)[CH:7]=[CH:6][C:3]=1[C:4]#[N:5].[F:11][C:12]1[CH:23]=[CH:22][C:15]([CH2:16][C@@H:17]([C:19]([OH:21])=[O:20])[NH2:18])=[CH:14][CH:13]=1.C(=O)([O-])[O-].[Cs+].[Cs+].C(OCC)(=O)C. (2) Given the product [C:18]([OH:20])(=[O:19])[CH2:17][CH2:16][CH2:15][CH2:14][CH2:13][CH2:12][CH2:11]/[CH:10]=[CH:9]\[CH2:8]/[CH:7]=[CH:6]\[CH2:5]/[CH:4]=[CH:22]\[CH2:23][CH3:24], predict the reactants needed to synthesize it. The reactants are: [N+](/[C:4](=[CH:22]/[CH2:23][CH3:24])/[CH2:5]/[CH:6]=[CH:7]\[CH2:8]/[CH:9]=[CH:10]/[CH2:11][CH2:12][CH2:13][CH2:14][CH2:15][CH2:16][CH2:17][C:18]([O:20]C)=[O:19])([O-])=O.O. (3) The reactants are: C([O-])=O.[NH4+].[N:5]1[C:10]2[S:11][CH:12]=[CH:13][C:9]=2[C:8](O)=[N:7][CH:6]=1.S(Cl)([Cl:17])=O. Given the product [Cl:17][C:8]1[C:9]2[CH:13]=[CH:12][S:11][C:10]=2[N:5]=[CH:6][N:7]=1, predict the reactants needed to synthesize it. (4) Given the product [Cl:17][C:18]1[N:23]=[CH:22][C:21]2=[CH:20][N:26]([CH:27]3[CH2:32][CH2:31][CH2:30][CH2:29][O:28]3)[N:25]=[C:24]2[CH:19]=1, predict the reactants needed to synthesize it. The reactants are: ClC1N=CC2C=NNC=2C=1.O1C=CCCC1.[Cl:17][C:18]1[N:23]=[CH:22][C:21]2[CH:24]=[N:25][N:26]([CH:27]3[CH2:32][CH2:31][CH2:30][CH2:29][O:28]3)[C:20]=2[CH:19]=1. (5) The reactants are: Br.[CH2:2]([O:9][C:10]([N:12]1[CH2:16][CH2:15][CH2:14][CH:13]1[C:17]1[S:21][N:20]=[C:19]([NH:22]C(=O)C)[N:18]=1)=[O:11])[C:3]1[CH:8]=[CH:7][CH:6]=[CH:5][CH:4]=1.C([O-])([O-])=O.[K+].[K+]. Given the product [CH2:2]([O:9][C:10]([N:12]1[CH2:16][CH2:15][CH2:14][CH:13]1[C:17]1[S:21][N:20]=[C:19]([NH2:22])[N:18]=1)=[O:11])[C:3]1[CH:4]=[CH:5][CH:6]=[CH:7][CH:8]=1, predict the reactants needed to synthesize it.